From a dataset of Reaction yield outcomes from USPTO patents with 853,638 reactions. Predict the reaction yield, written as a fraction of the theoretical maximum amount of product (1.0 means a 100% yield; for example, 0.34 means a 34% yield). (1) The reactants are Cl[C:2]1[N:7]2[N:8]=[C:9]([CH3:11])[CH:10]=[C:6]2[N:5]=[C:4]([NH:12][C:13](=[O:25])[C:14]2[CH:19]=[CH:18][C:17]([O:20][C:21]([F:24])([F:23])[F:22])=[CH:16][CH:15]=2)[CH:3]=1.Cl.[NH:27]1[CH2:32][CH2:31][CH:30]([NH:33][C:34]([NH2:36])=[O:35])[CH2:29][CH2:28]1.C(N(CC)C(C)C)(C)C. The catalyst is CN(C=O)C.CS(C)=O.CO. The product is [CH3:11][C:9]1[CH:10]=[C:6]2[N:5]=[C:4]([NH:12][C:13](=[O:25])[C:14]3[CH:19]=[CH:18][C:17]([O:20][C:21]([F:24])([F:23])[F:22])=[CH:16][CH:15]=3)[CH:3]=[C:2]([N:27]3[CH2:32][CH2:31][CH:30]([NH:33][C:34]([NH2:36])=[O:35])[CH2:29][CH2:28]3)[N:7]2[N:8]=1. The yield is 0.390. (2) The reactants are B(F)(F)F.CCOCC.[CH2:10]([OH:22])[CH2:11][O:12][CH2:13][CH2:14][O:15][CH2:16][CH2:17][O:18][CH2:19][CH2:20][OH:21].[N+](=[CH:25][C:26]([O:28][C:29]([CH3:32])([CH3:31])[CH3:30])=[O:27])=[N-].C(OCC)(=O)C. The product is [C:29]([O:28][C:26](=[O:27])[CH2:25][O:21][CH2:20][CH2:19][O:18][CH2:17][CH2:16][O:15][CH2:14][CH2:13][O:12][CH2:11][CH2:10][OH:22])([CH3:32])([CH3:31])[CH3:30]. The catalyst is ClCCl. The yield is 0.350. (3) The reactants are CC1(C)C(C)(C)OB([C:9]2[CH:10]=[C:11]([B:15]3[NH:26][C:25]4[C:27]5[C:21]([CH:22]=[CH:23][CH:24]=4)=[CH:20][CH:19]=[CH:18][C:17]=5[NH:16]3)[CH:12]=[CH:13][CH:14]=2)O1.Cl[C:30]1[C:31]2[N:38]=[CH:37][N:36]([CH2:39][CH3:40])[C:32]=2[N:33]=[N:34][CH:35]=1.C(=O)([O-])[O-].[Cs+].[Cs+]. The catalyst is O1CCOCC1.O.[Pd](Cl)Cl.C(P(C(C)(C)C)[C-]1C=CC=C1)(C)(C)C.[C-]1(P(C(C)(C)C)C(C)(C)C)C=CC=C1.[Fe+2]. The product is [CH2:39]([N:36]1[C:32]2[N:33]=[N:34][CH:35]=[C:30]([C:9]3[CH:10]=[C:11]([B:15]4[NH:26][C:25]5[C:27]6[C:21]([CH:22]=[CH:23][CH:24]=5)=[CH:20][CH:19]=[CH:18][C:17]=6[NH:16]4)[CH:12]=[CH:13][CH:14]=3)[C:31]=2[N:38]=[CH:37]1)[CH3:40]. The yield is 0.836. (4) The reactants are [CH3:1][NH:2][C:3]1[C:12]2[C:7](=[CH:8][CH:9]=[C:10]([C:13]3[CH:14]=[C:15]([CH:20]=[CH:21][CH:22]=3)[C:16]([NH:18][NH2:19])=[O:17])[CH:11]=2)[N:6]=[C:5]([C:23]2[CH:24]=[N:25][CH:26]=[CH:27][CH:28]=2)[N:4]=1.[CH2:29](OC(OCC)OCC)C. No catalyst specified. The product is [O:17]1[CH:29]=[N:19][N:18]=[C:16]1[C:15]1[CH:14]=[C:13]([C:10]2[CH:11]=[C:12]3[C:7](=[CH:8][CH:9]=2)[N:6]=[C:5]([C:23]2[CH:24]=[N:25][CH:26]=[CH:27][CH:28]=2)[N:4]=[C:3]3[NH:2][CH3:1])[CH:22]=[CH:21][CH:20]=1. The yield is 0.147. (5) The reactants are [NH2:1][C:2]1[CH:9]=[CH:8][CH:7]=[C:6]([C:10]2[O:11][CH2:12][CH2:13][CH:14]=2)[C:3]=1[C:4]#[N:5].C([O-])=O.[NH4+].[S:19](Cl)(=[O:22])(=[O:21])[NH2:20]. The catalyst is CO.[Pd]. The product is [S:19]([NH:1][C:2]1[CH:9]=[CH:8][CH:7]=[C:6]([CH:10]2[CH2:14][CH2:13][CH2:12][O:11]2)[C:3]=1[C:4]#[N:5])(=[O:22])(=[O:21])[NH2:20]. The yield is 0.130. (6) The reactants are [NH2:1][C:2]1[C:3]2[C:8]([C:9]3[CH:10]=[CH:11][CH:12]=[CH:13][C:14]=3[CH:15]=1)=[CH:7][CH:6]=[CH:5][CH:4]=2.[CH3:16][C:17](=[CH2:20])[CH:18]=O.[OH-].[Na+]. The catalyst is [Cl-].[Zn+2].[Cl-].C(O)(=O)C. The product is [CH3:20][C:17]1[CH:16]=[N:1][C:2]2[C:15]([CH:18]=1)=[C:14]1[CH:13]=[CH:12][CH:11]=[CH:10][C:9]1=[C:8]1[CH:7]=[CH:6][CH:5]=[CH:4][C:3]=21. The yield is 0.410. (7) The reactants are [NH2:1][C:2]1[C:11]2[C:6](=[C:7](Br)[CH:8]=[CH:9][CH:10]=2)[N:5]=[N:4][C:3]=1[C:13]([NH:15][CH:16]1[CH2:18][CH2:17]1)=[O:14].[CH3:19][O:20][C:21]1[N:26]=[C:25]([O:27][CH3:28])[C:24](B(O)O)=[CH:23][N:22]=1. No catalyst specified. The product is [NH2:1][C:2]1[C:11]2[C:6](=[C:7]([C:24]3[C:25]([O:27][CH3:28])=[N:26][C:21]([O:20][CH3:19])=[N:22][CH:23]=3)[CH:8]=[CH:9][CH:10]=2)[N:5]=[N:4][C:3]=1[C:13]([NH:15][CH:16]1[CH2:18][CH2:17]1)=[O:14]. The yield is 0.780.